Dataset: Reaction yield outcomes from USPTO patents with 853,638 reactions. Task: Predict the reaction yield, written as a fraction of the theoretical maximum amount of product (1.0 means a 100% yield; for example, 0.34 means a 34% yield). (1) The reactants are S(O[CH2:12][CH2:13][O:14][CH2:15][CH2:16][O:17][CH2:18][CH2:19][O:20][CH2:21][CH2:22][C:23]([O:25][CH3:26])=[O:24])(C1C=CC(C)=CC=1)(=O)=O.[OH:27][C:28]1[CH:29]=[C:30]([CH2:36][OH:37])[CH:31]=[C:32]([CH2:34][OH:35])[CH:33]=1.C(=O)([O-])[O-].[K+].[K+]. The catalyst is CN(C=O)C. The product is [OH:35][CH2:34][C:32]1[CH:33]=[C:28]([CH:29]=[C:30]([CH2:36][OH:37])[CH:31]=1)[O:27][CH2:12][CH2:13][O:14][CH2:15][CH2:16][O:17][CH2:18][CH2:19][O:20][CH2:21][CH2:22][C:23]([O:25][CH3:26])=[O:24]. The yield is 0.260. (2) The reactants are [NH2:1][C:2]1[C:3]([CH3:13])=[C:4]([CH:9]=[C:10]([Cl:12])[CH:11]=1)[C:5]([O:7][CH3:8])=[O:6].[O:14]1[CH2:19][CH2:18][C:17](=O)[CH2:16][CH2:15]1.C(O)(=O)C.C([BH3-])#N.[Na+]. The catalyst is CO. The product is [Cl:12][C:10]1[CH:11]=[C:2]([NH:1][CH:17]2[CH2:18][CH2:19][O:14][CH2:15][CH2:16]2)[C:3]([CH3:13])=[C:4]([CH:9]=1)[C:5]([O:7][CH3:8])=[O:6]. The yield is 0.355. (3) The yield is 0.410. The product is [Cl-:1].[N:5]1([C:3](=[O:4])[CH2:2][N:13]2[CH:14]=[CH:15][N+:11]([CH3:10])=[C:12]2[CH3:16])[CH2:9][CH2:8][CH2:7][CH2:6]1. The reactants are [Cl:1][CH2:2][C:3]([N:5]1[CH2:9][CH2:8][CH2:7][CH2:6]1)=[O:4].[CH3:10][N:11]1[CH:15]=[CH:14][N:13]=[C:12]1[CH3:16].C(#N)C. The catalyst is C(OC)(C)(C)C. (4) The reactants are [C:1]([C:5]1[NH:6][C:7]([C:12]2[CH:17]=[CH:16][C:15]([CH3:18])=[CH:14][CH:13]=2)=[C:8]([N:10]=O)[N:9]=1)([CH3:4])([CH3:3])[CH3:2].CO. The catalyst is CCO.C(Cl)Cl.[Pd]. The product is [C:1]([C:5]1[NH:6][C:7]([C:12]2[CH:13]=[CH:14][C:15]([CH3:18])=[CH:16][CH:17]=2)=[C:8]([NH2:10])[N:9]=1)([CH3:4])([CH3:3])[CH3:2]. The yield is 0.680. (5) The reactants are [CH2:1]([O:8][N:9]1[C:15](=[O:16])[N:14]2[CH2:17][C@H:10]1[CH2:11][CH2:12][C@H:13]2[CH:18]=O)[C:2]1[CH:7]=[CH:6][CH:5]=[CH:4][CH:3]=1.Cl.[NH2:21][OH:22].N1C=CC=CC=1. The catalyst is CCO. The product is [CH2:1]([O:8][N:9]1[C:15](=[O:16])[N:14]2[CH2:17][CH:10]1[CH2:11][CH2:12][CH:13]2/[CH:18]=[N:21]/[OH:22])[C:2]1[CH:3]=[CH:4][CH:5]=[CH:6][CH:7]=1. The yield is 0.420. (6) The reactants are [N:1]([C:4]1[C:9]([F:10])=[CH:8][N:7]=[CH:6][C:5]=1[CH:11]=O)=[N+:2]=[N-:3].[NH2:13][C:14]1[C:21]([Cl:22])=[CH:20][C:19]([F:23])=[CH:18][C:15]=1[C:16]#[N:17].C(N(CC)CC)C. The catalyst is C(Cl)Cl.[Ti](Cl)(Cl)(Cl)Cl. The product is [N:1]([C:4]1[C:9]([F:10])=[CH:8][N:7]=[CH:6][C:5]=1/[CH:11]=[N:13]/[C:14]1[C:21]([Cl:22])=[CH:20][C:19]([F:23])=[CH:18][C:15]=1[C:16]#[N:17])=[N+:2]=[N-:3]. The yield is 0.890. (7) The reactants are Br[CH2:2][C:3]1[CH:8]=[CH:7][C:6]([B:9]2[O:13][C:12]([CH3:15])([CH3:14])[C:11]([CH3:17])([CH3:16])[O:10]2)=[CH:5][CH:4]=1.[NH:18]1[CH2:23][CH2:22][O:21][CH2:20][CH2:19]1. The catalyst is C1COCC1. The product is [CH3:16][C:11]1([CH3:17])[C:12]([CH3:15])([CH3:14])[O:13][B:9]([C:6]2[CH:7]=[CH:8][C:3]([CH2:2][N:18]3[CH2:23][CH2:22][O:21][CH2:20][CH2:19]3)=[CH:4][CH:5]=2)[O:10]1. The yield is 1.00. (8) The reactants are C1C(=O)[N:5](Br)[C:3](=O)[CH2:2]1.[C:19](OO[C:19](=O)[C:20]1[CH:25]=[CH:24][CH:23]=[CH:22][CH:21]=1)(=O)[C:20]1[CH:25]=[CH:24][CH:23]=[CH:22][CH:21]=1.[OH2:27]. The catalyst is C(Cl)(Cl)(Cl)Cl. The product is [CH:2]([C:3]1[NH:5][C:21]2[C:20]([CH:19]=1)=[CH:25][CH:24]=[CH:23][CH:22]=2)=[O:27]. The yield is 0.750.